This data is from Forward reaction prediction with 1.9M reactions from USPTO patents (1976-2016). The task is: Predict the product of the given reaction. (1) The product is: [Br:1][C:2]1[CH:23]=[CH:22][C:5]2[N:6]([C:18]([CH3:19])([CH3:20])[CH3:21])[C:7]([C:9]3[CH:17]=[CH:16][CH:15]=[CH:14][C:10]=3[C:11](/[N:13]=[CH:5]/[N:6]([CH3:18])[CH3:7])=[O:12])=[N:8][C:4]=2[CH:3]=1. Given the reactants [Br:1][C:2]1[CH:23]=[CH:22][C:5]2[N:6]([C:18]([CH3:21])([CH3:20])[CH3:19])[C:7]([C:9]3[CH:17]=[CH:16][CH:15]=[CH:14][C:10]=3[C:11]([NH2:13])=[O:12])=[N:8][C:4]=2[CH:3]=1, predict the reaction product. (2) Given the reactants Cl.[NH2:2][CH2:3][CH2:4][S:5]([NH2:8])(=[O:7])=[O:6].Cl[C:10]1[N:15]=[C:14]([O:16][CH3:17])[C:13]([N+:18]([O-:20])=[O:19])=[C:12]([O:21][CH3:22])[N:11]=1, predict the reaction product. The product is: [CH3:17][O:16][C:14]1[C:13]([N+:18]([O-:20])=[O:19])=[C:12]([O:21][CH3:22])[N:11]=[C:10]([NH:2][CH2:3][CH2:4][S:5]([NH2:8])(=[O:7])=[O:6])[N:15]=1.